This data is from Full USPTO retrosynthesis dataset with 1.9M reactions from patents (1976-2016). The task is: Predict the reactants needed to synthesize the given product. (1) Given the product [NH:1]1[C:9]2[C:4](=[C:5]([CH2:15][OH:16])[CH:6]=[CH:7][CH:8]=2)[CH:3]=[CH:2]1, predict the reactants needed to synthesize it. The reactants are: [NH:1]1[C:9]2[C:4](=[CH:5][CH:6]=[C:7](C(O)=O)[CH:8]=2)[CH:3]=[CH:2]1.C1C[O:16][CH2:15]C1.[H-].[Al+3].[Li+].[H-].[H-].[H-].C(OCC)(=O)C. (2) Given the product [CH3:1][O:2][C:3]1[CH:4]=[CH:5][C:6]2[N:11]=[CH:9][N:8]([CH3:14])[C:7]=2[CH:10]=1, predict the reactants needed to synthesize it. The reactants are: [CH3:1][O:2][C:3]1[CH:4]=[CH:5][C:6]([N+:11]([O-])=O)=[C:7]([CH:10]=1)[NH:8][CH3:9].[CH3:14]O.